Dataset: Forward reaction prediction with 1.9M reactions from USPTO patents (1976-2016). Task: Predict the product of the given reaction. (1) Given the reactants [NH:1]1[C:9]2[C:4](=[C:5]([C:10]3[N:11]=[C:12]([N:33]4[CH2:38][CH2:37][O:36][CH2:35][CH2:34]4)[C:13]4[S:18][C:17]([CH2:19][N:20]5[CH2:25][CH2:24][N:23](C(OC(C)(C)C)=O)[CH2:22][CH2:21]5)=[CH:16][C:14]=4[N:15]=3)[CH:6]=[CH:7][CH:8]=2)[CH:3]=[N:2]1, predict the reaction product. The product is: [NH:1]1[C:9]2[C:4](=[C:5]([C:10]3[N:11]=[C:12]([N:33]4[CH2:34][CH2:35][O:36][CH2:37][CH2:38]4)[C:13]4[S:18][C:17]([CH2:19][N:20]5[CH2:21][CH2:22][NH:23][CH2:24][CH2:25]5)=[CH:16][C:14]=4[N:15]=3)[CH:6]=[CH:7][CH:8]=2)[CH:3]=[N:2]1. (2) Given the reactants [CH3:1][C:2]1[NH:11][C:10](=[O:12])[C:9]2[C:8]3[CH:13]=[C:14]([CH3:17])[CH:15]=[CH:16][C:7]=3[CH:6]=[CH:5][C:4]=2[N:3]=1.[Br:18]N1C(=O)CCC1=O, predict the reaction product. The product is: [Br:18][CH2:17][C:14]1[CH:15]=[CH:16][C:7]2[CH:6]=[CH:5][C:4]3[N:3]=[C:2]([CH3:1])[NH:11][C:10](=[O:12])[C:9]=3[C:8]=2[CH:13]=1. (3) Given the reactants [C:1]1([CH3:12])[CH:6]=[CH:5][C:4]([O:7][CH2:8][C:9]([Cl:11])=[O:10])=[CH:3][CH:2]=1.[CH2:13](C1C=CC(OCC(O)=O)=CC=1)C.O=S(Cl)Cl, predict the reaction product. The product is: [CH2:12]([C:1]1[CH:6]=[CH:5][C:4]([O:7][CH2:8][C:9]([Cl:11])=[O:10])=[CH:3][CH:2]=1)[CH3:13]. (4) Given the reactants Br[C:2]1[CH:7]=[CH:6][C:5]([CH:8]2[S:14][C:13]([CH3:16])([CH3:15])[CH2:12][NH:11][C:10]3[N:17]([CH3:21])[N:18]=[C:19]([CH3:20])[C:9]2=3)=[C:4]([CH3:22])[CH:3]=1.N12CCCN=C1CCCCC2.[NH2:34][C:35]1[CH:36]=[N:37][CH:38]=[CH:39][CH:40]=1.C1C[O:44][CH2:43]C1, predict the reaction product. The product is: [CH3:22][C:4]1[CH:3]=[C:2]([CH:7]=[CH:6][C:5]=1[CH:8]1[S:14][C:13]([CH3:16])([CH3:15])[CH2:12][NH:11][C:10]2[N:17]([CH3:21])[N:18]=[C:19]([CH3:20])[C:9]1=2)[C:43]([NH:34][C:35]1[CH:36]=[N:37][CH:38]=[CH:39][CH:40]=1)=[O:44]. (5) The product is: [O:6]=[C:4]([C:32]1[NH:37][CH:36]=[CH:35][CH:34]=1)[CH2:3][CH2:2][NH:1][C:7](=[O:8])[O:9][CH2:10][CH:11]1[C:23]2[CH:22]=[CH:21][CH:20]=[CH:19][C:18]=2[C:17]2[C:12]1=[CH:13][CH:14]=[CH:15][CH:16]=2. Given the reactants [NH:1]([C:7]([O:9][CH2:10][CH:11]1[C:23]2[C:18](=[CH:19][CH:20]=[CH:21][CH:22]=2)[C:17]2[C:12]1=[CH:13][CH:14]=[CH:15][CH:16]=2)=[O:8])[CH2:2][CH2:3][C:4]([OH:6])=O.[CH:34]1C=[C:32](SS[C:32]2[N:37]=[CH:36][CH:35]=[CH:34]C=2)[N:37]=[CH:36][CH:35]=1.C1C=CC(P(C2C=CC=CC=2)C2C=CC=CC=2)=CC=1.C[Mg]Br.N1C=CC=C1, predict the reaction product.